Dataset: Forward reaction prediction with 1.9M reactions from USPTO patents (1976-2016). Task: Predict the product of the given reaction. (1) Given the reactants CC(O)=O.CCO.[Br:8][C:9]1[CH:10]=[C:11]([O:18][C@@H:19]([C:21]2[C:26]([Cl:27])=[CH:25][CH:24]=[C:23]([F:28])[C:22]=2[Cl:29])[CH3:20])[C:12]([N+:15]([O-])=O)=[N:13][CH:14]=1.C(=O)([O-])[O-].[Na+].[Na+], predict the reaction product. The product is: [Br:8][C:9]1[CH:10]=[C:11]([O:18][C@@H:19]([C:21]2[C:26]([Cl:27])=[CH:25][CH:24]=[C:23]([F:28])[C:22]=2[Cl:29])[CH3:20])[C:12]([NH2:15])=[N:13][CH:14]=1. (2) Given the reactants [CH3:1][N:2]([N:4]=[N:5][C:6]1[CH:10]=[C:9]([C:11]2[CH:16]=[CH:15][CH:14]=[CH:13][CH:12]=2)[Se:8][C:7]=1[C:17]([O:19]CC)=[O:18])[CH3:3].[OH-].[Na+].Cl, predict the reaction product. The product is: [CH3:3][N:2]([N:4]=[N:5][C:6]1[CH:10]=[C:9]([C:11]2[CH:16]=[CH:15][CH:14]=[CH:13][CH:12]=2)[Se:8][C:7]=1[C:17]([OH:19])=[O:18])[CH3:1]. (3) The product is: [Br:27][C:13]1[C:14](=[O:22])[C:15]2[C:16]3([CH2:21][CH2:20][CH2:19][CH2:18][CH2:17]3)[N:8]([CH2:7][C:6]3[CH:5]=[CH:4][C:3]([O:2][CH3:1])=[CH:26][CH:25]=3)[C:9](=[O:24])[C:10]=2[N:11]([CH3:23])[CH:12]=1. Given the reactants [CH3:1][O:2][C:3]1[CH:26]=[CH:25][C:6]([CH2:7][N:8]2[C:16]3([CH2:21][CH2:20][CH2:19][CH2:18][CH2:17]3)[C:15]3[C:14](=[O:22])[CH:13]=[CH:12][N:11]([CH3:23])[C:10]=3[C:9]2=[O:24])=[CH:5][CH:4]=1.[Br:27]N1C(=O)CCC1=O, predict the reaction product. (4) Given the reactants C([BH3-])#N.[Na+].[NH2:5][C:6]1[CH:11]=[C:10]([CH3:12])[C:9]([F:13])=[CH:8][C:7]=1[OH:14].O=[C:16]1[CH2:21][CH2:20][N:19]([C:22]([O:24][C:25]([CH3:28])([CH3:27])[CH3:26])=[O:23])[CH2:18][CH2:17]1.C(O)(=O)C, predict the reaction product. The product is: [F:13][C:9]1[C:10]([CH3:12])=[CH:11][C:6]([NH:5][CH:16]2[CH2:21][CH2:20][N:19]([C:22]([O:24][C:25]([CH3:28])([CH3:27])[CH3:26])=[O:23])[CH2:18][CH2:17]2)=[C:7]([OH:14])[CH:8]=1. (5) Given the reactants [CH3:1][O:2][C:3]1[CH:8]=[CH:7][C:6]([C:9]2[CH:13]=[N:12][NH:11][C:10]=2[NH2:14])=[CH:5][CH:4]=1.[F:15][C:16]1[CH:21]=[CH:20][C:19]([CH:22]([C:25](=O)[CH3:26])[C:23]#[N:24])=[CH:18][CH:17]=1, predict the reaction product. The product is: [F:15][C:16]1[CH:17]=[CH:18][C:19]([C:22]2[C:25]([CH3:26])=[N:14][C:10]3[N:11]([N:12]=[CH:13][C:9]=3[C:6]3[CH:5]=[CH:4][C:3]([O:2][CH3:1])=[CH:8][CH:7]=3)[C:23]=2[NH2:24])=[CH:20][CH:21]=1. (6) Given the reactants [F:1][C:2]1[CH:7]=[CH:6][CH:5]=[CH:4][C:3]=1[C:8]1[C:17]2[C:12](=[CH:13][CH:14]=[CH:15][CH:16]=2)[CH:11]=[C:10]([C:18]([O:20]C)=[O:19])[N:9]=1.[OH-].[Na+], predict the reaction product. The product is: [F:1][C:2]1[CH:7]=[CH:6][CH:5]=[CH:4][C:3]=1[C:8]1[C:17]2[C:12](=[CH:13][CH:14]=[CH:15][CH:16]=2)[CH:11]=[C:10]([C:18]([OH:20])=[O:19])[N:9]=1. (7) The product is: [OH:25][C:17]1[CH:18]=[CH:19][C:20]([N+:22]([O-:24])=[O:23])=[CH:21][C:16]=1[NH:15][C:7]([C:6]1[CH:5]=[C:4]([CH3:10])[S:3][C:2]=1[Br:1])=[O:9]. Given the reactants [Br:1][C:2]1[S:3][C:4]([CH3:10])=[CH:5][C:6]=1[C:7]([OH:9])=O.S(Cl)(Cl)=O.[NH2:15][C:16]1[CH:21]=[C:20]([N+:22]([O-:24])=[O:23])[CH:19]=[CH:18][C:17]=1[OH:25], predict the reaction product. (8) Given the reactants [F:1][C:2]1([CH2:18][OH:19])[CH2:7][CH2:6][N:5]([C:8]([O:10][CH2:11][C:12]2[CH:17]=[CH:16][CH:15]=[CH:14][CH:13]=2)=[O:9])[CH2:4][CH2:3]1.[CH3:20][S:21](Cl)(=[O:23])=[O:22].C(N(CC)CC)C, predict the reaction product. The product is: [F:1][C:2]1([CH2:18][O:19][S:21]([CH3:20])(=[O:23])=[O:22])[CH2:3][CH2:4][N:5]([C:8]([O:10][CH2:11][C:12]2[CH:17]=[CH:16][CH:15]=[CH:14][CH:13]=2)=[O:9])[CH2:6][CH2:7]1. (9) Given the reactants [CH:1]1([CH2:7][C:8]2[N:9]=[C:10]([C:13]3[O:17][C:16]([CH2:18][C:19]([CH3:24])([CH3:23])[C:20]([OH:22])=[O:21])=[N:15][N:14]=3)[S:11][CH:12]=2)[CH2:6][CH2:5][CH2:4][CH2:3][CH2:2]1.Br[C:26]1[C:35]2[C:30](=[CH:31][CH:32]=[CH:33][CH:34]=2)[C:29]([S:36]([NH:39][C@@H:40]([CH3:45])[C:41]([F:44])([F:43])[F:42])(=[O:38])=[O:37])=[CH:28][CH:27]=1, predict the reaction product. The product is: [CH:1]1([CH2:7][C:8]2[N:9]=[C:10]([C:13]3[O:17][C:16]([CH2:18][C:19]([CH3:24])([CH3:23])[C:20]([OH:22])=[O:21])=[N:15][N:14]=3)[S:11][C:12]=2[C:26]2[C:35]3[C:30](=[CH:31][CH:32]=[CH:33][CH:34]=3)[C:29]([S:36](=[O:37])(=[O:38])[NH:39][C@@H:40]([CH3:45])[C:41]([F:43])([F:42])[F:44])=[CH:28][CH:27]=2)[CH2:2][CH2:3][CH2:4][CH2:5][CH2:6]1.